Dataset: Reaction yield outcomes from USPTO patents with 853,638 reactions. Task: Predict the reaction yield, written as a fraction of the theoretical maximum amount of product (1.0 means a 100% yield; for example, 0.34 means a 34% yield). (1) The reactants are [OH:1][C:2]1[CH:9]=[C:8]([OH:10])[CH:7]=[CH:6][C:3]=1[CH:4]=O.C([O-])(=O)C.[Na+].[N+:16](CC)([O-])=O. The catalyst is C(O)(=O)C. The product is [OH:1][C:2]1[CH:9]=[C:8]([OH:10])[CH:7]=[CH:6][C:3]=1[C:4]#[N:16]. The yield is 0.590. (2) The reactants are C1(P(C2CCCCC2)C2C=CC=CC=2C2C=CC=CC=2C)CCCCC1.Br[C:28]1[CH:29]=[CH:30][C:31]([F:34])=[N:32][CH:33]=1.[O-]P([O-])([O-])=O.[K+].[K+].[K+].[CH3:43][C:44]([CH3:46])=[O:45]. The catalyst is C1C=CC(/C=C/C(/C=C/C2C=CC=CC=2)=O)=CC=1.C1C=CC(/C=C/C(/C=C/C2C=CC=CC=2)=O)=CC=1.C1C=CC(/C=C/C(/C=C/C2C=CC=CC=2)=O)=CC=1.C(Cl)(Cl)Cl.[Pd].[Pd]. The product is [F:34][C:31]1[N:32]=[CH:33][C:28]([CH2:43][C:44](=[O:45])[CH3:46])=[CH:29][CH:30]=1. The yield is 0.550. (3) The reactants are Br[C:2]1[C:3]([C:7]2[N:11]([S:12]([C:15]3[CH:16]=[N:17][CH:18]=[CH:19][CH:20]=3)(=[O:14])=[O:13])[CH:10]=[C:9]([CH2:21][N:22]([CH3:30])[C:23](=[O:29])[O:24][C:25]([CH3:28])([CH3:27])[CH3:26])[CH:8]=2)=[CH:4][S:5][CH:6]=1.[CH3:31][N:32](C)C=O. The catalyst is [C-]#N.[Zn+2].[C-]#N.C1C=CC([P]([Pd]([P](C2C=CC=CC=2)(C2C=CC=CC=2)C2C=CC=CC=2)([P](C2C=CC=CC=2)(C2C=CC=CC=2)C2C=CC=CC=2)[P](C2C=CC=CC=2)(C2C=CC=CC=2)C2C=CC=CC=2)(C2C=CC=CC=2)C2C=CC=CC=2)=CC=1. The product is [C:31]([C:2]1[C:3]([C:7]2[N:11]([S:12]([C:15]3[CH:16]=[N:17][CH:18]=[CH:19][CH:20]=3)(=[O:14])=[O:13])[CH:10]=[C:9]([CH2:21][N:22]([CH3:30])[C:23](=[O:29])[O:24][C:25]([CH3:28])([CH3:27])[CH3:26])[CH:8]=2)=[CH:4][S:5][CH:6]=1)#[N:32]. The yield is 0.710. (4) The reactants are Br[C:2]1[CH:7]=[CH:6][C:5]([O:8][C:9]([F:15])([F:14])[C:10]([F:13])([F:12])[F:11])=[CH:4][CH:3]=1.[C:16](=[N:29][NH2:30])([C:23]1[CH:28]=[CH:27][CH:26]=[CH:25][CH:24]=1)[C:17]1[CH:22]=[CH:21][CH:20]=[CH:19][CH:18]=1.C1(P(C2C=CC=CC=2)C2C=CC3C(=CC=CC=3)C=2C2C3C(=CC=CC=3)C=CC=2P(C2C=CC=CC=2)C2C=CC=CC=2)C=CC=CC=1.O=O.CC(C)([O-])C.[Na+]. The catalyst is C1(C)C=CC=CC=1.C([O-])(=O)C.[Pd+2].C([O-])(=O)C. The product is [C:17]1([C:16]([C:23]2[CH:28]=[CH:27][CH:26]=[CH:25][CH:24]=2)=[N:29][NH:30][C:2]2[CH:7]=[CH:6][C:5]([O:8][C:9]([F:15])([F:14])[C:10]([F:13])([F:12])[F:11])=[CH:4][CH:3]=2)[CH:18]=[CH:19][CH:20]=[CH:21][CH:22]=1. The yield is 0.880. (5) The reactants are [Cl:1][C:2]1[CH:7]=[CH:6][C:5]([NH:8][C@H:9]2[C:18]3[C:13](=[CH:14][CH:15]=[CH:16][CH:17]=3)[N:12]([C:19](=[O:28])[C:20]3[CH:25]=[CH:24][C:23]([O:26][CH3:27])=[CH:22][CH:21]=3)[C@@H:11]([CH3:29])[CH2:10]2)=[C:4]([F:30])[CH:3]=1.C(N(C(C)C)CC)(C)C.[C:40](Cl)(=[O:42])[CH3:41]. The yield is 0.920. No catalyst specified. The product is [Cl:1][C:2]1[CH:7]=[CH:6][C:5]([N:8]([C@H:9]2[C:18]3[C:13](=[CH:14][CH:15]=[CH:16][CH:17]=3)[N:12]([C:19](=[O:28])[C:20]3[CH:21]=[CH:22][C:23]([O:26][CH3:27])=[CH:24][CH:25]=3)[C@@H:11]([CH3:29])[CH2:10]2)[C:40](=[O:42])[CH3:41])=[C:4]([F:30])[CH:3]=1. (6) The reactants are Cl[C:2]1[CH:7]=[C:6](Cl)[N:5]=[C:4]([CH3:9])[N:3]=1.[CH3:10][NH:11][C:12]1[CH:13]=[C:14]([OH:18])[CH:15]=[CH:16][CH:17]=1. No catalyst specified. The product is [CH3:9][C:4]1[N:5]=[C:6]([N:11]([CH3:10])[C:12]2[CH:17]=[CH:16][CH:15]=[C:14]([OH:18])[CH:13]=2)[CH:7]=[C:2]([N:11]([CH3:10])[C:12]2[CH:17]=[CH:16][CH:15]=[C:14]([OH:18])[CH:13]=2)[N:3]=1. The yield is 0.450.